Predict the reaction yield, written as a fraction of the theoretical maximum amount of product (1.0 means a 100% yield; for example, 0.34 means a 34% yield). From a dataset of Reaction yield outcomes from USPTO patents with 853,638 reactions. The reactants are [C:1]1([CH2:7][C:8](Cl)=[O:9])[CH:6]=[CH:5][CH:4]=[CH:3][CH:2]=1.[CH2:11]([NH:18][C:19]([C:21]1[S:25][C:24]([NH2:26])=[N:23][C:22]=1[CH3:27])=[O:20])[C:12]1[CH:17]=[CH:16][CH:15]=[CH:14][CH:13]=1. No catalyst specified. The product is [CH2:11]([NH:18][C:19]([C:21]1[S:25][C:24]([NH:26][C:8](=[O:9])[CH2:7][C:1]2[CH:6]=[CH:5][CH:4]=[CH:3][CH:2]=2)=[N:23][C:22]=1[CH3:27])=[O:20])[C:12]1[CH:17]=[CH:16][CH:15]=[CH:14][CH:13]=1. The yield is 0.170.